This data is from Reaction yield outcomes from USPTO patents with 853,638 reactions. The task is: Predict the reaction yield, written as a fraction of the theoretical maximum amount of product (1.0 means a 100% yield; for example, 0.34 means a 34% yield). (1) The reactants are FC1C=CC(C2C=NC([N:14]3[CH2:19][CH2:18][N:17]([S:20]([CH2:23][C@H:24]([CH:29]([CH3:31])[CH3:30])[C:25]([NH:27][OH:28])=[O:26])(=[O:22])=[O:21])[CH2:16][CH2:15]3)=NC=2)=CC=1.[Cl:32][C:33]1[CH:34]=[C:35]([C:40]2[CH:41]=[N:42][C:43](N3CCN(S(C[C@H](C(C)C)C(O)=O)(=O)=O)CC3)=[N:44][CH:45]=2)[CH:36]=[CH:37][C:38]=1[Cl:39]. No catalyst specified. The product is [Cl:32][C:33]1[CH:34]=[C:35]([C:40]2[CH:45]=[N:44][C:43]([CH:23]([S:20]([N:17]3[CH2:18][CH2:19][NH:14][CH2:15][CH2:16]3)(=[O:21])=[O:22])[C@H:24]([CH:29]([CH3:31])[CH3:30])[C:25]([NH:27][OH:28])=[O:26])=[N:42][CH:41]=2)[CH:36]=[CH:37][C:38]=1[Cl:39]. The yield is 0.290. (2) The reactants are [CH2:1]([C:3]1[C:12]2[C:7](=[CH:8][C:9]([O:15][CH3:16])=[C:10]([O:13][CH3:14])[CH:11]=2)[CH:6]=[C:5]([OH:17])[N:4]=1)[CH3:2].[OH-].[K+].Cl[CH2:21][C:22]1[CH:34]=[CH:33][C:25]2[O:26][C:27]3[CH:32]=[CH:31][CH:30]=[CH:29][C:28]=3[C:24]=2[CH:23]=1. The catalyst is C1(C)C=CC=CC=1.C(Cl)Cl. The product is [CH:23]1[C:24]2[C:28]3[CH:29]=[CH:30][CH:31]=[CH:32][C:27]=3[O:26][C:25]=2[CH:33]=[CH:34][C:22]=1[CH2:21][C:6]1[C:7]2[C:12](=[CH:11][C:10]([O:13][CH3:14])=[C:9]([O:15][CH3:16])[CH:8]=2)[C:3]([CH2:1][CH3:2])=[N:4][C:5]=1[OH:17]. The yield is 0.110. (3) The reactants are [C:1]([C:4]1[CH:5]=[C:6](B)[CH:7]=[CH:8][CH:9]=1)([OH:3])=[O:2].C(=O)([O-])[O-].[K+].[K+].[CH2:17]([C:19]([C:37]1[CH:42]=[CH:41][C:40](OS(C(F)(F)F)(=O)=O)=[C:39]([CH3:51])[CH:38]=1)([C:22]1[CH:27]=[CH:26][C:25](/[CH:28]=[CH:29]/[C:30]([CH2:34][CH3:35])([OH:33])[CH2:31][CH3:32])=[C:24]([CH3:36])[CH:23]=1)[CH2:20][CH3:21])[CH3:18].O. The catalyst is CN(C)C=O.C1C=CC([P]([Pd]([P](C2C=CC=CC=2)(C2C=CC=CC=2)C2C=CC=CC=2)([P](C2C=CC=CC=2)(C2C=CC=CC=2)C2C=CC=CC=2)[P](C2C=CC=CC=2)(C2C=CC=CC=2)C2C=CC=CC=2)(C2C=CC=CC=2)C2C=CC=CC=2)=CC=1. The product is [CH2:17]([C:19]([C:37]1[CH:42]=[CH:41][C:40]([C:6]2[CH:7]=[CH:8][CH:9]=[C:4]([C:1]([OH:3])=[O:2])[CH:5]=2)=[C:39]([CH3:51])[CH:38]=1)([C:22]1[CH:27]=[CH:26][C:25](/[CH:28]=[CH:29]/[C:30]([CH2:31][CH3:32])([OH:33])[CH2:34][CH3:35])=[C:24]([CH3:36])[CH:23]=1)[CH2:20][CH3:21])[CH3:18]. The yield is 0.600.